This data is from Forward reaction prediction with 1.9M reactions from USPTO patents (1976-2016). The task is: Predict the product of the given reaction. (1) Given the reactants [NH2:1][C:2]1[NH:7][C:6](=[S:8])[C:5]([C:9]#[N:10])=[C:4]([C:11]2[O:12][CH:13]=[CH:14][CH:15]=2)[C:3]=1[C:16]#[N:17].[C:18]1([CH2:24][CH2:25]Br)[CH:23]=[CH:22][CH:21]=[CH:20][CH:19]=1.C[O-].[Na+], predict the reaction product. The product is: [NH2:1][C:2]1[C:3]([C:16]#[N:17])=[C:4]([C:11]2[O:12][CH:13]=[CH:14][CH:15]=2)[C:5]([C:9]#[N:10])=[C:6]([S:8][CH2:25][CH2:24][C:18]2[CH:23]=[CH:22][CH:21]=[CH:20][CH:19]=2)[N:7]=1. (2) The product is: [F:23][C:24]([F:35])([F:34])[C:25]1[CH:30]=[C:29]([CH:28]=[CH:27][CH:26]=1)[CH2:2][C:3]1[S:4][C:5]2[CH:11]=[CH:10][CH:9]=[C:8]([C:12]3[CH:13]=[C:14]([CH:20]=[CH:21][CH:22]=3)[C:15]([O:17][CH2:18][CH3:19])=[O:16])[C:6]=2[CH:7]=1. Given the reactants Br[CH2:2][C:3]1[S:4][C:5]2[CH:11]=[CH:10][CH:9]=[C:8]([C:12]3[CH:13]=[C:14]([CH:20]=[CH:21][CH:22]=3)[C:15]([O:17][CH2:18][CH3:19])=[O:16])[C:6]=2[CH:7]=1.[F:23][C:24]([F:35])([F:34])[C:25]1[CH:26]=[C:27](B(O)O)[CH:28]=[CH:29][CH:30]=1.COCCOC, predict the reaction product. (3) Given the reactants [CH2:1]([O:8][C:9]1[CH:14]=[CH:13][C:12]([CH2:15][CH:16]([O:20][CH2:21][CH3:22])[C:17]([OH:19])=[O:18])=[CH:11][CH:10]=1)[C:2]1[CH:7]=[CH:6][CH:5]=[CH:4][CH:3]=1.[CH3:23][CH:24](O)[CH3:25], predict the reaction product. The product is: [CH2:1]([O:8][C:9]1[CH:10]=[CH:11][C:12]([CH2:15][CH:16]([O:20][CH2:21][CH3:22])[C:17]([O:19][CH:24]([CH3:25])[CH3:23])=[O:18])=[CH:13][CH:14]=1)[C:2]1[CH:7]=[CH:6][CH:5]=[CH:4][CH:3]=1.